From a dataset of Full USPTO retrosynthesis dataset with 1.9M reactions from patents (1976-2016). Predict the reactants needed to synthesize the given product. Given the product [C:13]([NH:1][C:2]1[CH:10]=[CH:9][C:5]([C:6]([OH:8])=[O:7])=[CH:4][C:3]=1[O:11][CH3:12])([O:15][C:16]([CH3:19])([CH3:18])[CH3:17])=[O:14], predict the reactants needed to synthesize it. The reactants are: [NH2:1][C:2]1[CH:10]=[CH:9][C:5]([C:6]([OH:8])=[O:7])=[CH:4][C:3]=1[O:11][CH3:12].[C:13](NC1C=CC(C(O)=O)=CC=1)([O:15][C:16]([CH3:19])([CH3:18])[CH3:17])=[O:14].